This data is from Forward reaction prediction with 1.9M reactions from USPTO patents (1976-2016). The task is: Predict the product of the given reaction. (1) Given the reactants [NH2:1][C@H:2]1[CH2:7][CH2:6][N:5]([C:8]([O:10][C:11]([CH3:14])([CH3:13])[CH3:12])=[O:9])[CH2:4][C@H:3]1[O:15][CH3:16].[CH2:17]([C:19]1[NH:23][C:22]([C:24](O)=[O:25])=[N:21][CH:20]=1)[CH3:18].CCN=C=NCCCN(C)C.Cl, predict the reaction product. The product is: [CH2:17]([C:19]1[NH:23][C:22]([C:24]([NH:1][C@H:2]2[CH2:7][CH2:6][N:5]([C:8]([O:10][C:11]([CH3:12])([CH3:13])[CH3:14])=[O:9])[CH2:4][C@H:3]2[O:15][CH3:16])=[O:25])=[N:21][CH:20]=1)[CH3:18]. (2) Given the reactants [CH2:1]([O:3][CH2:4][C:5]1[N:6]([CH2:19][C:20]([NH:23][C:24]([NH:26][CH:27]([CH3:29])[CH3:28])=[O:25])([CH3:22])[CH3:21])[C:7]2[C:16]3[CH:15]=[CH:14][C:13]([OH:17])=[CH:12][C:11]=3[N:10]=[CH:9][C:8]=2[N:18]=1)[CH3:2].I[CH2:31][CH2:32][CH2:33][CH2:34][CH2:35][CH2:36][NH:37][C:38](=[O:44])[O:39][C:40]([CH3:43])([CH3:42])[CH3:41], predict the reaction product. The product is: [CH2:1]([O:3][CH2:4][C:5]1[N:6]([CH2:19][C:20]([NH:23][C:24]([NH:26][CH:27]([CH3:28])[CH3:29])=[O:25])([CH3:22])[CH3:21])[C:7]2[C:16]3[CH:15]=[CH:14][C:13]([O:17][CH2:31][CH2:32][CH2:33][CH2:34][CH2:35][CH2:36][NH:37][C:38](=[O:44])[O:39][C:40]([CH3:43])([CH3:42])[CH3:41])=[CH:12][C:11]=3[N:10]=[CH:9][C:8]=2[N:18]=1)[CH3:2]. (3) Given the reactants [OH:1][CH2:2][C:3]([CH3:27])([C:21]1[CH:26]=[CH:25][CH:24]=[CH:23][CH:22]=1)[CH2:4][CH2:5][CH2:6][S:7][CH2:8][CH2:9][CH2:10][C:11]([CH3:20])([C:14]1[CH:19]=[CH:18][CH:17]=[CH:16][CH:15]=1)[CH2:12][OH:13].OO.ClCCl.C(OCC)(=[O:35])C, predict the reaction product. The product is: [OH:1][CH2:2][C:3]([CH3:27])([C:21]1[CH:26]=[CH:25][CH:24]=[CH:23][CH:22]=1)[CH2:4][CH2:5][CH2:6][S:7]([CH2:8][CH2:9][CH2:10][C:11]([CH3:20])([C:14]1[CH:19]=[CH:18][CH:17]=[CH:16][CH:15]=1)[CH2:12][OH:13])=[O:35].